The task is: Predict the reaction yield, written as a fraction of the theoretical maximum amount of product (1.0 means a 100% yield; for example, 0.34 means a 34% yield).. This data is from Reaction yield outcomes from USPTO patents with 853,638 reactions. (1) The reactants are [CH3:1][O:2][C:3]1[CH:22]=[CH:21][C:6]([CH2:7][O:8][C:9]2[CH:10]=[C:11]([CH:15]=[C:16]([N+:18]([O-:20])=[O:19])[CH:17]=2)[C:12](Cl)=[O:13])=[CH:5][CH:4]=1.C(Cl)(Cl)Cl.[I-].[C:28]([C:30]1[CH:31]=[C:32]([Zn+])[CH:33]=[CH:34][CH:35]=1)#[N:29].O. The catalyst is C1COCC1.C1C=CC(/C=C/C(/C=C/C2C=CC=CC=2)=O)=CC=1.C1C=CC(/C=C/C(/C=C/C2C=CC=CC=2)=O)=CC=1.C1C=CC(/C=C/C(/C=C/C2C=CC=CC=2)=O)=CC=1.[Pd].[Pd]. The product is [CH3:1][O:2][C:3]1[CH:22]=[CH:21][C:6]([CH2:7][O:8][C:9]2[CH:10]=[C:11]([CH:15]=[C:16]([N+:18]([O-:20])=[O:19])[CH:17]=2)[C:12]([C:34]2[CH:35]=[C:30]([CH:31]=[CH:32][CH:33]=2)[C:28]#[N:29])=[O:13])=[CH:5][CH:4]=1. The yield is 0.300. (2) The reactants are [CH2:1]([O:3][C:4]([CH3:9])([CH3:8])[C:5](O)=[O:6])[CH3:2].C(Cl)CCl.C1C=CC2N(O)N=[N:20]C=2C=1.[NH4+].[OH-]. The catalyst is CC#N. The product is [CH2:1]([O:3][C:4]([CH3:9])([CH3:8])[C:5]([NH2:20])=[O:6])[CH3:2]. The yield is 1.01. (3) The reactants are C(OC([N:8]1[CH2:13][CH2:12][C:11]2[N:14]([CH2:25][CH:26]([OH:42])[CH2:27][N:28]3[CH2:33][CH2:32][N:31]([C:34]4[CH:39]=[CH:38][CH:37]=[CH:36][C:35]=4[C:40]#[N:41])[CH2:30][CH2:29]3)[N:15]=[C:16]([C:17]3[CH:22]=[CH:21][C:20]([Cl:23])=[C:19]([CH3:24])[CH:18]=3)[C:10]=2[CH2:9]1)=O)(C)(C)C.C(Cl)Cl. The catalyst is FC(F)(F)C(O)=O. The product is [Cl:23][C:20]1[CH:21]=[CH:22][C:17]([C:16]2[C:10]3[CH2:9][NH:8][CH2:13][CH2:12][C:11]=3[N:14]([CH2:25][CH:26]([OH:42])[CH2:27][N:28]3[CH2:33][CH2:32][N:31]([C:34]4[CH:39]=[CH:38][CH:37]=[CH:36][C:35]=4[C:40]#[N:41])[CH2:30][CH2:29]3)[N:15]=2)=[CH:18][C:19]=1[CH3:24]. The yield is 0.990. (4) The reactants are Cl[C:2]1[N:7]=[N:6][C:5]([C:8]([NH2:10])=[O:9])=[C:4]([NH:11][C:12]2[C:20]3[N:19]=[CH:18][N:17]([CH3:21])[C:16]=3[CH:15]=[CH:14][CH:13]=2)[CH:3]=1.[NH2:22][C@@H:23]1[CH2:28][CH2:27][CH2:26][CH2:25][C@@H:24]1[NH:29][C:30](=[O:36])[O:31][C:32]([CH3:35])([CH3:34])[CH3:33]. The catalyst is CN1CCCC1=O. The product is [C:8]([C:5]1[N:6]=[N:7][C:2]([NH:22][C@@H:23]2[CH2:28][CH2:27][CH2:26][CH2:25][C@@H:24]2[NH:29][C:30](=[O:36])[O:31][C:32]([CH3:34])([CH3:33])[CH3:35])=[CH:3][C:4]=1[NH:11][C:12]1[C:20]2[N:19]=[CH:18][N:17]([CH3:21])[C:16]=2[CH:15]=[CH:14][CH:13]=1)(=[O:9])[NH2:10]. The yield is 0.320. (5) The reactants are [F:1][C:2]1[CH:7]=[C:6]([C:8]([F:11])([F:10])[F:9])[CH:5]=[CH:4][C:3]=1[C:12]1[C:13]2[CH:20]([CH2:21][C:22]([N:24]3[CH2:28]C[CH2:26][CH2:25]3)=[O:23])[CH2:19][CH2:18][C:14]=2[CH:15]=[N:16][CH:17]=1.CNCC. No catalyst specified. The product is [CH2:25]([N:24]([CH3:28])[C:22](=[O:23])[CH2:21][CH:20]1[C:13]2[C:12]([C:3]3[CH:4]=[CH:5][C:6]([C:8]([F:11])([F:9])[F:10])=[CH:7][C:2]=3[F:1])=[CH:17][N:16]=[CH:15][C:14]=2[CH2:18][CH2:19]1)[CH3:26]. The yield is 0.0900. (6) The reactants are [F:1][C:2]1[CH:3]=[C:4]([C@@:8]23[O:27][CH2:26][O:25][C@@H:9]2[CH2:10][N:11]([C:14]([C:16]2[CH:21]=[CH:20][C:19]([OH:22])=[C:18]([O:23][CH3:24])[N:17]=2)=[O:15])[CH2:12][CH2:13]3)[CH:5]=[CH:6][CH:7]=1.CS(O[CH2:33][CH:34]1[CH2:42][C:36]2([CH2:39][C:38]([F:41])([F:40])[CH2:37]2)[CH2:35]1)(=O)=O.C(=O)([O-])[O-].[K+].[K+]. The catalyst is CN(C)C=O. The product is [F:40][C:38]1([F:41])[CH2:39][C:36]2([CH2:42][CH:34]([CH2:33][O:22][C:19]3[CH:20]=[CH:21][C:16]([C:14]([N:11]4[CH2:12][CH2:13][C@:8]5([C:4]6[CH:5]=[CH:6][CH:7]=[C:2]([F:1])[CH:3]=6)[O:27][CH2:26][O:25][C@@H:9]5[CH2:10]4)=[O:15])=[N:17][C:18]=3[O:23][CH3:24])[CH2:35]2)[CH2:37]1. The yield is 0.0780.